This data is from Acute oral toxicity (LD50) regression data from Zhu et al.. The task is: Regression/Classification. Given a drug SMILES string, predict its toxicity properties. Task type varies by dataset: regression for continuous values (e.g., LD50, hERG inhibition percentage) or binary classification for toxic/non-toxic outcomes (e.g., AMES mutagenicity, cardiotoxicity, hepatotoxicity). Dataset: ld50_zhu. (1) The molecule is Cc1ccccc1. The rat oral LD50 is 1.26, given as -log10 of the dose in mol/kg body weight (higher means more acutely toxic). (2) The molecule is Clc1cc2c(cc1Cl)Oc1c(cc(Cl)c(Cl)c1Cl)O2. The rat oral LD50 is 6.24, given as -log10 of the dose in mol/kg body weight (higher means more acutely toxic). (3) The compound is CCOC(=O)C1(c2ccccc2)CCCN(C)CC1. The rat oral LD50 is 2.87, given as -log10 of the dose in mol/kg body weight (higher means more acutely toxic).